This data is from Catalyst prediction with 721,799 reactions and 888 catalyst types from USPTO. The task is: Predict which catalyst facilitates the given reaction. (1) Reactant: [Br:1][C:2]1[CH:16]=[CH:15][CH:14]=[CH:13][C:3]=1[CH2:4][CH2:5][NH:6][C:7](=[O:12])[C:8]([F:11])([F:10])[F:9].[CH2:17]=O.S(=O)(=O)(O)O. Product: [Br:1][C:2]1[CH:16]=[CH:15][CH:14]=[C:13]2[C:3]=1[CH2:4][CH2:5][N:6]([C:7](=[O:12])[C:8]([F:10])([F:11])[F:9])[CH2:17]2. The catalyst class is: 15. (2) Reactant: [CH:1]([O:4][C:5]1[CH:13]=[CH:12][C:11]([C:14]#[C:15][C:16]2[CH:21]=[CH:20][CH:19]=[CH:18][C:17]=2[O:22][CH3:23])=[CH:10][C:6]=1[C:7]([OH:9])=O)([CH3:3])[CH3:2].[NH2:24][CH:25]([CH2:29][C:30]1[C:38]2[C:33](=[CH:34][CH:35]=[CH:36][CH:37]=2)[NH:32][CH:31]=1)[C@H:26]([OH:28])[CH3:27].C1C=CC2N(O)N=NC=2C=1.CCN=C=NCCCN(C)C. Product: [OH:28][CH:26]([CH3:27])[C@H:25]([NH:24][C:7](=[O:9])[C:6]1[CH:10]=[C:11]([C:14]#[C:15][C:16]2[CH:21]=[CH:20][CH:19]=[CH:18][C:17]=2[O:22][CH3:23])[CH:12]=[CH:13][C:5]=1[O:4][CH:1]([CH3:2])[CH3:3])[CH2:29][C:30]1[C:38]2[C:33](=[CH:34][CH:35]=[CH:36][CH:37]=2)[NH:32][CH:31]=1. The catalyst class is: 18. (3) Reactant: [CH2:1]([C:4]1[N:5]([CH2:17][CH2:18][CH2:19][CH2:20][CH2:21][C:22]([O:24]CC)=[O:23])[C:6]2[C:15]3[CH:14]=[CH:13][CH:12]=[CH:11][C:10]=3[N:9]=[CH:8][C:7]=2[N:16]=1)[CH2:2][CH3:3].[OH-].[Na+]. Product: [CH2:1]([C:4]1[N:5]([CH2:17][CH2:18][CH2:19][CH2:20][CH2:21][C:22]([OH:24])=[O:23])[C:6]2[C:15]3[CH:14]=[CH:13][CH:12]=[CH:11][C:10]=3[N:9]=[CH:8][C:7]=2[N:16]=1)[CH2:2][CH3:3]. The catalyst class is: 40.